This data is from Reaction yield outcomes from USPTO patents with 853,638 reactions. The task is: Predict the reaction yield, written as a fraction of the theoretical maximum amount of product (1.0 means a 100% yield; for example, 0.34 means a 34% yield). (1) The reactants are [Cl:1][C:2]1[CH:7]=[CH:6][C:5]([CH3:8])=[CH:4][C:3]=1[OH:9].CI.[C:12]([O-])([O-])=O.[K+].[K+]. The catalyst is CC#N. The product is [Cl:1][C:2]1[CH:7]=[CH:6][C:5]([CH3:8])=[CH:4][C:3]=1[O:9][CH3:12]. The yield is 0.890. (2) The catalyst is CN(C=O)C.C([O-])(O)=O.[Na+]. The reactants are [CH3:1][C:2]1[CH:7]=[CH:6][CH:5]=[C:4]([CH3:8])[C:3]=1[NH:9][C:10]([NH:12][C:13]1[C:14]([C:23](O)=[O:24])=[CH:15][C:16]2[C:21]([CH:22]=1)=[CH:20][CH:19]=[CH:18][CH:17]=2)=[O:11].CN(C(ON1N=NC2C=CC=NC1=2)=[N+](C)C)C.F[P-](F)(F)(F)(F)F.CCN(C(C)C)C(C)C.Cl.[CH3:60][O:61][C:62](=[O:66])[CH2:63][CH2:64][NH2:65]. The product is [CH3:8][C:4]1[CH:5]=[CH:6][CH:7]=[C:2]([CH3:1])[C:3]=1[NH:9][C:10]([NH:12][C:13]1[C:14]([C:23]([NH:65][CH2:64][CH2:63][C:62]([O:61][CH3:60])=[O:66])=[O:24])=[CH:15][C:16]2[C:21]([CH:22]=1)=[CH:20][CH:19]=[CH:18][CH:17]=2)=[O:11]. The yield is 0.620. (3) The reactants are [N:1]([CH2:4][C@H:5]1[O:9][C@@H:8]([N:10]2[C:19]3[N:18]=[CH:17][N:16]=[C:14]([OH:15])[C:13]=3[N:12]=[CH:11]2)[C@H:7]([OH:20])[C@@H:6]1[OH:21])=[N+]=[N-].[H][H]. The catalyst is CO. The product is [NH2:1][CH2:4][C@H:5]1[O:9][C@@H:8]([N:10]2[C:19]3[N:18]=[CH:17][N:16]=[C:14]([OH:15])[C:13]=3[N:12]=[CH:11]2)[C@H:7]([OH:20])[C@@H:6]1[OH:21]. The yield is 0.910. (4) The reactants are C[O:2][C:3]([C@H:5]1[CH2:10][CH2:9][C@H:8]([O:11][C:12]2[CH:17]=[CH:16][CH:15]=[C:14]([C:18]#[N:19])[CH:13]=2)[CH2:7][CH2:6]1)=O.O.[NH2:21][NH2:22]. The catalyst is C(O)CCC. The product is [C:18]([C:14]1[CH:13]=[C:12]([CH:17]=[CH:16][CH:15]=1)[O:11][C@H:8]1[CH2:9][CH2:10][C@H:5]([C:3]([NH:21][NH2:22])=[O:2])[CH2:6][CH2:7]1)#[N:19]. The yield is 0.550. (5) The product is [O:1]1[C:5]2[CH:6]=[CH:7][C:8]([C:10]([OH:12])=[O:11])=[CH:9][C:4]=2[CH:3]=[CH:2]1. The reactants are [O:1]1[C:5]2[CH:6]=[CH:7][C:8]([C:10]([O:12]C)=[O:11])=[CH:9][C:4]=2[CH:3]=[CH:2]1. The catalyst is CO.[OH-].[Na+]. The yield is 0.980. (6) The reactants are [C:1]([CH2:3][C:4]([O:6]C)=O)#[N:2].[CH2:8]([C:10]1[CH:17]=[CH:16][C:13]([CH2:14][NH2:15])=[C:12]([F:18])[CH:11]=1)[CH3:9]. The catalyst is C(O)C.CN(C1C=CN=CC=1)C. The product is [C:1]([CH2:3][C:4]([NH:15][CH2:14][C:13]1[CH:16]=[CH:17][C:10]([CH2:8][CH3:9])=[CH:11][C:12]=1[F:18])=[O:6])#[N:2]. The yield is 0.400. (7) The reactants are [O:1]1[C:5]2[CH:6]=[CH:7][CH:8]=[CH:9][C:4]=2[CH:3]=[C:2]1[C:10]([NH:12][C@@H:13]([C:15]1[CH:27]=[CH:26][C:18]([C:19](OC(C)(C)C)=[O:20])=[CH:17][CH:16]=1)[CH3:14])=[O:11].FC(F)(F)C(O)=O.CN(C([O:42][N:43]1N=NC2C=CC=NC1=2)=[N+](C)C)C.F[P-](F)(F)(F)(F)F.C(N(CC)CC)C.[Si](ON)(C(C)(C)C)(C)C.Cl. The catalyst is CS(C)=O.C(Cl)Cl. The product is [OH:42][NH:43][C:19]([C:18]1[CH:26]=[CH:27][C:15]([C@H:13]([NH:12][C:10]([C:2]2[O:1][C:5]3[CH:6]=[CH:7][CH:8]=[CH:9][C:4]=3[CH:3]=2)=[O:11])[CH3:14])=[CH:16][CH:17]=1)=[O:20]. The yield is 0.240.